Dataset: Reaction yield outcomes from USPTO patents with 853,638 reactions. Task: Predict the reaction yield, written as a fraction of the theoretical maximum amount of product (1.0 means a 100% yield; for example, 0.34 means a 34% yield). (1) The reactants are [NH:1]1[CH:5]=[CH:4][C:3]([CH2:6][NH2:7])=[N:2]1.[CH2:8]([O:15][C:16]1[CH:21]=[CH:20][N:19]([C:22]2[S:23][C:24]([C:28](O)=[O:29])=[C:25]([CH3:27])[N:26]=2)[C:18](=[O:31])[CH:17]=1)[C:9]1[CH:14]=[CH:13][CH:12]=[CH:11][CH:10]=1. No catalyst specified. The product is [NH:1]1[CH:5]=[CH:4][C:3]([CH2:6][NH:7][C:28]([C:24]2[S:23][C:22]([N:19]3[CH:20]=[CH:21][C:16]([O:15][CH2:8][C:9]4[CH:14]=[CH:13][CH:12]=[CH:11][CH:10]=4)=[CH:17][C:18]3=[O:31])=[N:26][C:25]=2[CH3:27])=[O:29])=[N:2]1. The yield is 0.430. (2) The reactants are F[P-](F)(F)(F)(F)F.N1(OC(N(C)C)=[N+](C)C)C2N=CC=CC=2N=N1.[C:25]([O:29][C:30]([NH:32][C:33]1([C:48](O)=[O:49])[CH2:38][CH2:37][N:36]([C:39]2[C:40]3[CH:47]=[CH:46][NH:45][C:41]=3[N:42]=[CH:43][N:44]=2)[CH2:35][CH2:34]1)=[O:31])([CH3:28])([CH3:27])[CH3:26].C(N(CC)C(C)C)(C)C.[Cl:60][C:61]1[CH:66]=[CH:65][C:64]([CH:67]([NH2:73])[CH2:68][CH2:69][N:70]([CH3:72])[CH3:71])=[CH:63][CH:62]=1. The catalyst is CN1C(=O)CCC1.CO. The product is [Cl:60][C:61]1[CH:62]=[CH:63][C:64]([CH:67]([NH:73][C:48]([C:33]2([NH:32][C:30](=[O:31])[O:29][C:25]([CH3:27])([CH3:28])[CH3:26])[CH2:38][CH2:37][N:36]([C:39]3[C:40]4[CH:47]=[CH:46][NH:45][C:41]=4[N:42]=[CH:43][N:44]=3)[CH2:35][CH2:34]2)=[O:49])[CH2:68][CH2:69][N:70]([CH3:72])[CH3:71])=[CH:65][CH:66]=1. The yield is 0.760. (3) The reactants are [CH3:1][O:2][C:3]1[CH:8]=[CH:7][C:6]([NH2:9])=[CH:5][CH:4]=1.C(N(CC)CC)C.Cl[S:18]([C:21]1[CH:30]=[CH:29][C:24]([C:25]([O:27][CH3:28])=[O:26])=[CH:23][CH:22]=1)(=[O:20])=[O:19]. The catalyst is ClCCl. The product is [CH3:1][O:2][C:3]1[CH:8]=[CH:7][C:6]([NH:9][S:18]([C:21]2[CH:22]=[CH:23][C:24]([C:25]([O:27][CH3:28])=[O:26])=[CH:29][CH:30]=2)(=[O:20])=[O:19])=[CH:5][CH:4]=1. The yield is 0.300. (4) The product is [F:31][C:28]1[CH:27]=[CH:26][C:25]([C:23]2[O:24][C:20]3[CH:19]=[C:18]([N:37]([CH3:42])[S:38]([CH3:41])(=[O:39])=[O:40])[C:17]([C:13]4[CH:14]=[CH:15][CH:16]=[C:11]([C:9]5[O:8][C:5]6=[N:6][CH:7]=[CH:2][CH:3]=[C:4]6[CH:10]=5)[CH:12]=4)=[CH:36][C:21]=3[C:22]=2[C:32]([NH:34][CH3:35])=[O:33])=[CH:30][CH:29]=1. The yield is 0.380. The catalyst is CO.[Pd]. The reactants are Br[C:2]1[CH:3]=[C:4]2[CH:10]=[C:9]([C:11]3[CH:12]=[C:13]([C:17]4[C:18]([N:37]([CH3:42])[S:38]([CH3:41])(=[O:40])=[O:39])=[CH:19][C:20]5[O:24][C:23]([C:25]6[CH:30]=[CH:29][C:28]([F:31])=[CH:27][CH:26]=6)=[C:22]([C:32]([NH:34][CH3:35])=[O:33])[C:21]=5[CH:36]=4)[CH:14]=[CH:15][CH:16]=3)[O:8][C:5]2=[N:6][CH:7]=1.CCN(CC)CC. (5) The reactants are C[O:2][C:3]([C:5]1[S:6][C:7]([C:24]2[CH:29]=[CH:28][CH:27]=[CH:26][CH:25]=2)=[CH:8][C:9]=1[N:10]([C:14](=[O:23])[C:15]1[CH:20]=[CH:19][C:18]([Cl:21])=[CH:17][C:16]=1[Cl:22])[N:11]([CH3:13])[CH3:12])=[O:4].O[Li].O. The catalyst is C1COCC1.CO.O. The product is [Cl:22][C:16]1[CH:17]=[C:18]([Cl:21])[CH:19]=[CH:20][C:15]=1[C:14]([N:10]([C:9]1[CH:8]=[C:7]([C:24]2[CH:29]=[CH:28][CH:27]=[CH:26][CH:25]=2)[S:6][C:5]=1[C:3]([OH:4])=[O:2])[N:11]([CH3:13])[CH3:12])=[O:23]. The yield is 0.170. (6) The reactants are [CH3:1][C:2]1([CH3:25])[C:17]2[CH:16]=[C:15]3[C:7]([C:8]4[CH:9]=[C:10]5[C:20]([CH3:21])=[CH:19][C:18]([CH3:23])([CH3:22])[C:11]5=[CH:12][C:13]=4[CH2:14]3)=[CH:6][C:5]=2[C:4]([CH3:24])=[CH:3]1.C([Li])CCC.CCCCCC.[C:37]1([CH3:56])[CH:42]=[CH:41][C:40]([C:43]([C:49]2[CH:54]=[CH:53][C:52]([CH3:55])=[CH:51][CH:50]=2)=[C:44]2[CH:48]=[CH:47][CH:46]=[CH:45]2)=[CH:39][CH:38]=1.Cl. The catalyst is O1CCCC1.C(OCC)C. The product is [CH3:1][C:2]1([CH3:25])[C:17]2[CH:16]=[C:15]3[C:7]([C:8]4[CH:9]=[C:10]5[C:20]([CH3:21])=[CH:19][C:18]([CH3:23])([CH3:22])[C:11]5=[CH:12][C:13]=4[CH2:14]3)=[CH:6][C:5]=2[C:4]([CH3:24])=[C:3]1[C:43]([CH:44]1[CH:45]=[CH:46][CH:47]=[CH:48]1)([C:40]1[CH:39]=[CH:38][C:37]([CH3:56])=[CH:42][CH:41]=1)[C:49]1[CH:50]=[CH:51][C:52]([CH3:55])=[CH:53][CH:54]=1. The yield is 0.296. (7) The reactants are [Cl:1][C:2]1[CH:3]=[CH:4][C:5]([N+:21]([O-])=O)=[C:6]([C:8]2[CH:12]=[C:11]([C:13]3[CH:18]=[CH:17][C:16]([Cl:19])=[CH:15][C:14]=3[Cl:20])[O:10][N:9]=2)[CH:7]=1.C([O-])([O-])=O.[Na+].[Na+].[O-]S(S([O-])=O)=O.[Na+].[Na+].CCOC(C)=O. The catalyst is CO.O. The product is [Cl:1][C:2]1[CH:3]=[CH:4][C:5]([NH2:21])=[C:6]([C:8]2[CH:12]=[C:11]([C:13]3[CH:18]=[CH:17][C:16]([Cl:19])=[CH:15][C:14]=3[Cl:20])[O:10][N:9]=2)[CH:7]=1. The yield is 0.680. (8) The reactants are [CH3:1][N:2]1[CH:7]=[C:6](B2OC(C)(C)C(C)(C)O2)[CH:5]=[C:4]([N:17]2[CH2:22][CH2:21][O:20][CH2:19][CH2:18]2)[C:3]1=[O:23].Br[C:25]1[CH:26]=[C:27]([NH2:32])[CH:28]=[N:29][C:30]=1[Cl:31].C(=O)([O-])[O-].[Na+].[Na+]. The catalyst is COCCOC.C(Cl)Cl.C1C=CC(P(C2C=CC=CC=2)[C-]2C=CC=C2)=CC=1.C1C=CC(P(C2C=CC=CC=2)[C-]2C=CC=C2)=CC=1.Cl[Pd]Cl.[Fe+2]. The product is [NH2:32][C:27]1[CH:26]=[C:25]([C:6]2[CH:5]=[C:4]([N:17]3[CH2:18][CH2:19][O:20][CH2:21][CH2:22]3)[C:3](=[O:23])[N:2]([CH3:1])[CH:7]=2)[C:30]([Cl:31])=[N:29][CH:28]=1. The yield is 0.566. (9) The reactants are C([C@@H]1COC(=O)N1[C@:14]([CH2:47][C:48]([O:50][CH3:51])=[O:49])([CH2:18][C:19]1[CH:24]=[CH:23][C:22]([O:25][CH3:26])=[CH:21][C:20]=1[CH2:27][N:28]([C:40]([O:42]C(C)(C)C)=O)[CH2:29][C:30]1[CH:35]=[CH:34][C:33]([C:36]([F:39])([F:38])[F:37])=[CH:32][CH:31]=1)C(N)=O)C1C=CC=CC=1.OO.O[Li].O.S([O-])([O-])=O.[Na+].[Na+].Cl.C(N(CC)CC)C.C([O-])(O)=O.[Na+].C1(P(N=[N+]=[N-])(C2C=CC=CC=2)=O)C=CC=CC=1. The catalyst is C1COCC1.O. The product is [CH3:26][O:25][C:22]1[CH:23]=[CH:24][C:19]2[CH2:18][C@@H:14]([CH2:47][C:48]([O:50][CH3:51])=[O:49])[C:40](=[O:42])[N:28]([CH2:29][C:30]3[CH:31]=[CH:32][C:33]([C:36]([F:37])([F:38])[F:39])=[CH:34][CH:35]=3)[CH2:27][C:20]=2[CH:21]=1. The yield is 0.740.